The task is: Predict the reactants needed to synthesize the given product.. This data is from Full USPTO retrosynthesis dataset with 1.9M reactions from patents (1976-2016). (1) Given the product [CH2:11]([O:13][C:14](=[O:24])[CH:15]([C:17]1[CH:18]=[CH:19][C:20]([Br:23])=[CH:21][CH:22]=1)[CH2:16][N:6]1[CH2:7][CH2:8][CH:4]([N:3]([CH2:9][CH3:10])[CH2:1][CH3:2])[CH2:5]1)[CH3:12], predict the reactants needed to synthesize it. The reactants are: [CH2:1]([N:3]([CH2:9][CH3:10])[CH:4]1[CH2:8][CH2:7][NH:6][CH2:5]1)[CH3:2].[CH2:11]([O:13][C:14](=[O:24])[C:15]([C:17]1[CH:22]=[CH:21][C:20]([Br:23])=[CH:19][CH:18]=1)=[CH2:16])[CH3:12]. (2) Given the product [F:31][C:2]([F:30])([F:1])[CH2:3][NH:4][C:5]([C:7]1([CH2:20][CH2:21][CH2:22][CH2:23][N:24]2[CH2:25][CH2:26][N:27]([C:33]3[CH:42]=[CH:41][C:40]4[C:35](=[CH:36][CH:37]=[CH:38][C:39]=4[Cl:43])[N:34]=3)[CH2:28][CH2:29]2)[C:8]2[CH:9]=[CH:10][CH:11]=[CH:12][C:13]=2[C:14]2[C:19]1=[CH:18][CH:17]=[CH:16][CH:15]=2)=[O:6], predict the reactants needed to synthesize it. The reactants are: [F:1][C:2]([F:31])([F:30])[CH2:3][NH:4][C:5]([C:7]1([CH2:20][CH2:21][CH2:22][CH2:23][N:24]2[CH2:29][CH2:28][NH:27][CH2:26][CH2:25]2)[C:19]2[CH:18]=[CH:17][CH:16]=[CH:15][C:14]=2[C:13]2[C:8]1=[CH:9][CH:10]=[CH:11][CH:12]=2)=[O:6].Cl[C:33]1[CH:42]=[CH:41][C:40]2[C:35](=[CH:36][CH:37]=[CH:38][C:39]=2[Cl:43])[N:34]=1. (3) Given the product [F:29][C:30]([F:35])([F:34])[C:31]([OH:33])=[O:32].[OH:1][C:2]1([CH2:15][N:16]2[C:21](=[O:22])[C:20]3[CH:23]=[C:24]([CH2:26][CH2:27][CH3:28])[S:25][C:19]=3[N:18]=[CH:17]2)[CH2:7][CH2:6][NH:5][CH2:4][CH2:3]1, predict the reactants needed to synthesize it. The reactants are: [OH:1][C:2]1([CH2:15][N:16]2[C:21](=[O:22])[C:20]3[CH:23]=[C:24]([CH2:26][CH2:27][CH3:28])[S:25][C:19]=3[N:18]=[CH:17]2)[CH2:7][CH2:6][N:5](C(OC(C)(C)C)=O)[CH2:4][CH2:3]1.[F:29][C:30]([F:35])([F:34])[C:31]([OH:33])=[O:32]. (4) Given the product [N:1]1[CH:6]=[CH:5][CH:4]=[CH:3][C:2]=1[N:7]1[C:14]([NH2:15])=[C:10]2[CH2:11][CH2:12][CH2:13][C:9]2=[N:8]1, predict the reactants needed to synthesize it. The reactants are: [N:1]1[CH:6]=[CH:5][CH:4]=[CH:3][C:2]=1[NH:7][N:8]=[C:9]1[CH2:13][CH2:12][CH2:11][CH:10]1[C:14]#[N:15].CCO.Cl. (5) Given the product [NH2:1][C:2]1[C:7]([CH:8]=[O:11])=[CH:6][N:5]=[CH:4][N:3]=1, predict the reactants needed to synthesize it. The reactants are: [NH2:1][C:2]1[C:7]([C:8]#N)=[CH:6][N:5]=[CH:4][N:3]=1.S(=O)(=O)(O)[OH:11]. (6) The reactants are: [Cl:1][C:2]1[CH:25]=[CH:24][C:5]([CH2:6][N:7]2[C:15]3[C:10](=[CH:11][C:12](/[CH:16]=[C:17]4/[C:18](=[O:23])[NH:19][C:20](=[O:22])[S:21]/4)=[CH:13][CH:14]=3)[CH:9]=[CH:8]2)=[C:4]([C:26]([F:29])([F:28])[F:27])[CH:3]=1.Cl.Cl[CH2:32][CH2:33][N:34]1[CH2:39][CH2:38][O:37][CH2:36][CH2:35]1. Given the product [Cl:1][C:2]1[CH:25]=[CH:24][C:5]([CH2:6][N:7]2[C:15]3[C:10](=[CH:11][C:12](/[CH:16]=[C:17]4/[C:18](=[O:23])[N:19]([CH2:32][CH2:33][N:34]5[CH2:39][CH2:38][O:37][CH2:36][CH2:35]5)[C:20](=[O:22])[S:21]/4)=[CH:13][CH:14]=3)[CH:9]=[CH:8]2)=[C:4]([C:26]([F:29])([F:27])[F:28])[CH:3]=1, predict the reactants needed to synthesize it.